The task is: Predict which catalyst facilitates the given reaction.. This data is from Catalyst prediction with 721,799 reactions and 888 catalyst types from USPTO. (1) Reactant: [CH:1]1([OH:5])[CH2:4][CH2:3][CH2:2]1.Cl[C:7](Cl)([O:9]C(=O)OC(Cl)(Cl)Cl)Cl.CCN(CC)CC.[NH:25]1[CH2:30][CH2:29][CH:28]([CH2:31][C:32]2[N:36]=[C:35]([C:37]3[O:45][C:44]4[CH:43]=[CH:42][N:41]=[C:40]([C:46]#[N:47])[C:39]=4[CH:38]=3)[O:34][N:33]=2)[CH2:27][CH2:26]1. Product: [CH:1]1([O:5][C:7]([N:25]2[CH2:26][CH2:27][CH:28]([CH2:31][C:32]3[N:36]=[C:35]([C:37]4[O:45][C:44]5[CH:43]=[CH:42][N:41]=[C:40]([C:46]#[N:47])[C:39]=5[CH:38]=4)[O:34][N:33]=3)[CH2:29][CH2:30]2)=[O:9])[CH2:4][CH2:3][CH2:2]1. The catalyst class is: 569. (2) Reactant: FC1C(OC)=CC=C2C=1C=CN2.[F:13][C:14]1[C:22]([O:23]C)=[CH:21][CH:20]=[C:19]2[C:15]=1[CH:16]=[CH:17][N:18]2[CH3:25].B(Br)(Br)Br. Product: [F:13][C:14]1[C:22]([OH:23])=[CH:21][CH:20]=[C:19]2[C:15]=1[CH:16]=[CH:17][N:18]2[CH3:25]. The catalyst class is: 2. (3) Reactant: [CH3:1][C:2]1[N:6]([CH2:7][CH2:8][C:9]2[CH:14]=[CH:13][C:12]([O:15][CH2:16][CH:17]3[CH2:22][CH2:21][CH:20]([CH2:23][CH2:24][CH2:25][CH2:26][CH3:27])[CH2:19][CH2:18]3)=[CH:11][CH:10]=2)[C:5]([C:28]2[CH:33]=[CH:32][C:31]([OH:34])=[CH:30][CH:29]=2)=[CH:4][CH:3]=1.O[C@@H:36]([CH2:42][C:43]1[CH:48]=[CH:47][CH:46]=[CH:45][CH:44]=1)[C:37]([O:39][CH2:40][CH3:41])=[O:38].C1(P(C2C=CC=CC=2)C2C=CC=CC=2)C=CC=CC=1.N(C(N1CCCCC1)=O)=NC(N1CCCCC1)=O. Product: [CH3:1][C:2]1[N:6]([CH2:7][CH2:8][C:9]2[CH:14]=[CH:13][C:12]([O:15][CH2:16][CH:17]3[CH2:18][CH2:19][CH:20]([CH2:23][CH2:24][CH2:25][CH2:26][CH3:27])[CH2:21][CH2:22]3)=[CH:11][CH:10]=2)[C:5]([C:28]2[CH:33]=[CH:32][C:31]([O:34][C@H:36]([CH2:42][C:43]3[CH:44]=[CH:45][CH:46]=[CH:47][CH:48]=3)[C:37]([O:39][CH2:40][CH3:41])=[O:38])=[CH:30][CH:29]=2)=[CH:4][CH:3]=1. The catalyst class is: 93.